Binary Classification. Given a drug SMILES string, predict its activity (active/inactive) in a high-throughput screening assay against a specified biological target. From a dataset of Tyrosyl-DNA phosphodiesterase HTS with 341,365 compounds. (1) The drug is Clc1n(nc(c1C(=O)N(c1scc(n1)c1ccc(cc1)C)C)C)c1ccccc1. The result is 0 (inactive). (2) The drug is s1c2c(n3c(c(=O)n(nc3C)C(C(=O)N3CCN(CC3)C(OCC)=O)C)c2)cc1. The result is 0 (inactive).